From a dataset of Reaction yield outcomes from USPTO patents with 853,638 reactions. Predict the reaction yield, written as a fraction of the theoretical maximum amount of product (1.0 means a 100% yield; for example, 0.34 means a 34% yield). (1) The reactants are I[C:2]1[CH:7]=[C:6]([CH3:8])[C:5]([C:9](=[O:11])[CH3:10])=[C:4]([CH3:12])[CH:3]=1.[CH3:13][C:14]1[CH:19]=[CH:18][C:17]([SH:20])=[CH:16][CH:15]=1.[OH-].[K+]. The catalyst is CN(C=O)C.O.[Cu-]=O. The product is [CH3:8][C:6]1[CH:7]=[C:2]([S:20][C:17]2[CH:18]=[CH:19][C:14]([CH3:13])=[CH:15][CH:16]=2)[CH:3]=[C:4]([CH3:12])[C:5]=1[C:9](=[O:11])[CH3:10]. The yield is 0.790. (2) The reactants are [Cl:1][C:2]1[CH:21]=[CH:20][C:5]([CH:6]([O:14][C@H:15]2[CH2:19][CH2:18][NH:17][CH2:16]2)[C:7]2[CH:12]=[CH:11][C:10]([Cl:13])=[CH:9][CH:8]=2)=[CH:4][CH:3]=1.[CH:22]1([N:28]=[C:29]=[O:30])[CH2:27][CH2:26][CH2:25][CH2:24][CH2:23]1.C(N(CC)CC)C. The catalyst is ClCCl. The product is [Cl:1][C:2]1[CH:21]=[CH:20][C:5]([CH:6]([O:14][C@H:15]2[CH2:19][CH2:18][N:17]([C:29]([NH:28][CH:22]3[CH2:27][CH2:26][CH2:25][CH2:24][CH2:23]3)=[O:30])[CH2:16]2)[C:7]2[CH:8]=[CH:9][C:10]([Cl:13])=[CH:11][CH:12]=2)=[CH:4][CH:3]=1. The yield is 0.810.